This data is from Catalyst prediction with 721,799 reactions and 888 catalyst types from USPTO. The task is: Predict which catalyst facilitates the given reaction. Reactant: [CH3:1][O:2][C:3](=[O:19])[CH:4]([C:9]1[CH:14]=[C:13]([F:15])[CH:12]=[CH:11][C:10]=1[N+:16]([O-])=O)[C:5](OC)=[O:6]. Product: [CH3:1][O:2][C:3]([CH:4]1[C:9]2[C:10](=[CH:11][CH:12]=[C:13]([F:15])[CH:14]=2)[NH:16][C:5]1=[O:6])=[O:19]. The catalyst class is: 43.